This data is from Reaction yield outcomes from USPTO patents with 853,638 reactions. The task is: Predict the reaction yield, written as a fraction of the theoretical maximum amount of product (1.0 means a 100% yield; for example, 0.34 means a 34% yield). The reactants are [CH3:1][C:2]1[S:6][C:5]([C:7]2[CH:12]=[CH:11][CH:10]=[C:9]([C:13]([F:16])([F:15])[F:14])[CH:8]=2)=[N:4][C:3]=1[CH2:17][N:18]1[CH:22]=[C:21]([C:23]([O:25]CC)=[O:24])[CH:20]=[N:19]1.[OH-].[Na+].O. The catalyst is C(O)C.O1CCCC1. The product is [CH3:1][C:2]1[S:6][C:5]([C:7]2[CH:12]=[CH:11][CH:10]=[C:9]([C:13]([F:14])([F:16])[F:15])[CH:8]=2)=[N:4][C:3]=1[CH2:17][N:18]1[CH:22]=[C:21]([C:23]([OH:25])=[O:24])[CH:20]=[N:19]1. The yield is 0.720.